This data is from Catalyst prediction with 721,799 reactions and 888 catalyst types from USPTO. The task is: Predict which catalyst facilitates the given reaction. Reactant: [C:1]([C:4]1[C:12]2[C:7](=[CH:8][CH:9]=[C:10]([NH:13][C:14]3[CH:15]=[N:16][CH:17]=[N:18][CH:19]=3)[CH:11]=2)[N:6]([CH2:20][C:21]([OH:23])=O)[CH:5]=1)(=[O:3])[CH3:2].CCN(C(C)C)C(C)C.Cl.[Cl:34][C:35]1[CH:40]=[CH:39][CH:38]=[CH:37][C:36]=1[C:41]1[CH:46]=[CH:45][CH:44]=[C:43]([NH:47][C:48]([C@@H:50]2[CH2:54][C@@H:53]([F:55])[CH2:52][NH:51]2)=[O:49])[C:42]=1[F:56].CN(C(ON1N=NC2C=CC=NC1=2)=[N+](C)C)C.F[P-](F)(F)(F)(F)F. Product: [C:1]([C:4]1[C:12]2[C:7](=[CH:8][CH:9]=[C:10]([NH:13][C:14]3[CH:19]=[N:18][CH:17]=[N:16][CH:15]=3)[CH:11]=2)[N:6]([CH2:20][C:21]([N:51]2[CH2:52][C@H:53]([F:55])[CH2:54][C@H:50]2[C:48]([NH:47][C:43]2[C:42]([F:56])=[C:41]([C:36]3[CH:37]=[CH:38][CH:39]=[CH:40][C:35]=3[Cl:34])[CH:46]=[CH:45][CH:44]=2)=[O:49])=[O:23])[CH:5]=1)(=[O:3])[CH3:2]. The catalyst class is: 18.